From a dataset of TCR-epitope binding with 47,182 pairs between 192 epitopes and 23,139 TCRs. Binary Classification. Given a T-cell receptor sequence (or CDR3 region) and an epitope sequence, predict whether binding occurs between them. (1) The epitope is KAYNVTQAF. The TCR CDR3 sequence is CASSLAGANTEAFF. Result: 1 (the TCR binds to the epitope). (2) The epitope is LSDDAVVCFNSTY. The TCR CDR3 sequence is CSVLTGTGYEQYF. Result: 0 (the TCR does not bind to the epitope). (3) The epitope is YIFFASFYY. The TCR CDR3 sequence is CASSQGWLGGTYEQYF. Result: 1 (the TCR binds to the epitope). (4) The epitope is TLDSKTQSL. The TCR CDR3 sequence is CAISDHDRTLSYNEQFF. Result: 1 (the TCR binds to the epitope).